This data is from Full USPTO retrosynthesis dataset with 1.9M reactions from patents (1976-2016). The task is: Predict the reactants needed to synthesize the given product. (1) Given the product [CH3:38][O:37][C:27]1[CH:26]=[C:25]([CH:30]=[CH:29][C:28]=1[N:31]1[CH:35]=[C:34]([CH3:36])[N:33]=[CH:32]1)/[CH:24]=[C:7]1/[C:6](=[O:5])[N:11]([CH:12]2[C:21]3[C:16](=[CH:17][CH:18]=[C:19]([O:22][CH3:23])[CH:20]=3)[CH2:15][CH2:14][CH2:13]2)[CH2:10][CH2:9][CH2:8]/1, predict the reactants needed to synthesize it. The reactants are: [OH-].[Na+].C([O:5][C:6](=O)/[C:7](=[CH:24]/[C:25]1[CH:30]=[CH:29][C:28]([N:31]2[CH:35]=[C:34]([CH3:36])[N:33]=[CH:32]2)=[C:27]([O:37][CH3:38])[CH:26]=1)/[CH2:8][CH2:9][CH2:10][NH:11][CH:12]1[C:21]2[C:16](=[CH:17][CH:18]=[C:19]([O:22][CH3:23])[CH:20]=2)[CH2:15][CH2:14][CH2:13]1)C.Cl. (2) Given the product [CH2:1]([O:3][C:4](=[O:17])[C:5]([O:8][C:9]1[CH:14]=[CH:13][C:12]([O:15][CH2:25][C:24]2[N:20]([CH:19]([F:38])[F:18])[N:21]=[C:22]([C:27]3[CH:28]=[CH:29][C:30]([O:33][C:34]([F:36])([F:35])[F:37])=[CH:31][CH:32]=3)[CH:23]=2)=[CH:11][C:10]=1[CH3:16])([CH3:6])[CH3:7])[CH3:2], predict the reactants needed to synthesize it. The reactants are: [CH2:1]([O:3][C:4](=[O:17])[C:5]([O:8][C:9]1[CH:14]=[CH:13][C:12]([OH:15])=[CH:11][C:10]=1[CH3:16])([CH3:7])[CH3:6])[CH3:2].[F:18][CH:19]([F:38])[N:20]1[C:24]([CH2:25]O)=[CH:23][C:22]([C:27]2[CH:32]=[CH:31][C:30]([O:33][C:34]([F:37])([F:36])[F:35])=[CH:29][CH:28]=2)=[N:21]1.CN(C)C(N=NC(N(C)C)=O)=O.C(P(CCCC)CCCC)CCC. (3) Given the product [Cl:40][C:41]1[CH:58]=[CH:57][C:44]([CH2:45][N:46]2[C:50]([C@H:51]3[CH2:55][CH2:54][CH2:53][N:37]3[C:38]([NH:25][C@@H:19]3[C:18]4[C:23](=[CH:24][C:15]([C:14]([F:13])([F:26])[F:27])=[CH:16][CH:17]=4)[O:22][CH2:21][CH2:20]3)=[O:39])=[N:49][C:48]([CH3:56])=[N:47]2)=[CH:43][CH:42]=1, predict the reactants needed to synthesize it. The reactants are: ClC(Cl)(OC(=O)OC(Cl)(Cl)Cl)Cl.[F:13][C:14]([F:27])([F:26])[C:15]1[CH:24]=[C:23]2[C:18]([C@@H:19]([NH2:25])[CH2:20][CH2:21][O:22]2)=[CH:17][CH:16]=1.C(N(CC)C(C)C)(C)C.[N-:37]=[C:38]=[O:39].[Cl:40][C:41]1[CH:58]=[CH:57][C:44]([CH2:45][N:46]2[C:50]([C@H:51]3[CH2:55][CH2:54][CH2:53]N3)=[N:49][C:48]([CH3:56])=[N:47]2)=[CH:43][CH:42]=1. (4) Given the product [Br:1][CH2:2][CH2:3][O:20][Si:5]([C:8]([CH3:11])([CH3:10])[CH3:9])([CH3:7])[CH3:6], predict the reactants needed to synthesize it. The reactants are: [Br:1][CH:2](O)[CH3:3].[Si:5](Cl)([C:8]([CH3:11])([CH3:10])[CH3:9])([CH3:7])[CH3:6].C(N(CC)CC)C.[OH2:20]. (5) Given the product [F:15][C:16]1[CH:21]=[CH:20][CH:19]=[CH:18][C:17]=1[CH2:22][NH:23][C:12]([C:10]1[S:11][C:7]([C:4]2[CH:3]=[CH:2][N:1]=[CH:6][CH:5]=2)=[CH:8][CH:9]=1)=[O:14], predict the reactants needed to synthesize it. The reactants are: [N:1]1[CH:6]=[CH:5][C:4]([C:7]2[S:11][C:10]([C:12]([OH:14])=O)=[CH:9][CH:8]=2)=[CH:3][CH:2]=1.[F:15][C:16]1[CH:21]=[CH:20][CH:19]=[CH:18][C:17]=1[CH2:22][NH2:23]. (6) Given the product [CH2:7]1[CH2:6][O:20][CH2:1][CH2:2]1.[O:9]1[CH2:16][CH2:15][CH2:14][CH2:13]1, predict the reactants needed to synthesize it. The reactants are: [CH3:1][C:2]1C=CC(S(O)(=O)=[O:9])=[CH:6][CH:7]=1.O.[C:13]1(C)C=C[C:16](S(O)(=O)=[O:20])=[CH:15][CH:14]=1.